This data is from Retrosynthesis with 50K atom-mapped reactions and 10 reaction types from USPTO. The task is: Predict the reactants needed to synthesize the given product. (1) Given the product Nc1cccc2c1C(=O)N(C1(F)CC(O)C(=O)NC1=O)C2=O, predict the reactants needed to synthesize it. The reactants are: CC(=O)OC1CC(F)(N2C(=O)c3cccc(N)c3C2=O)C(=O)NC1=O. (2) Given the product COC(=O)N1CC[C@@H](Nc2cc(C#N)cc(Br)c2Cl)[C@H](O)C1, predict the reactants needed to synthesize it. The reactants are: COC(=O)N1CC[C@@H](N)[C@H](O)C1.N#Cc1cc(Br)c(Cl)c(Br)c1. (3) Given the product COP(=O)([O-])N1C[C@H](N)C1=O, predict the reactants needed to synthesize it. The reactants are: COP(=O)([O-])N1CC(NC(=O)OCc2ccccc2)C1=O. (4) Given the product CNC(=O)CN1CCN(c2ccc3c(n2)OCCn2cc(-c4ncnn4C(C)C)nc2-3)CC1, predict the reactants needed to synthesize it. The reactants are: CC(C)n1ncnc1-c1cn2c(n1)-c1ccc(N3CCN(CC(=O)O)CC3)nc1OCC2.CN. (5) Given the product CCN1c2c(cccc2C(C)(C)C)C(O)CC1CO[SiH](C)C, predict the reactants needed to synthesize it. The reactants are: CCN1c2c(cccc2C(C)(C)C)C(=O)CC1CO[SiH](C)C.